Dataset: Forward reaction prediction with 1.9M reactions from USPTO patents (1976-2016). Task: Predict the product of the given reaction. (1) Given the reactants [Cl:1][C:2]1[CH:3]=[C:4]([C:9]2([C:14]([F:17])([F:16])[F:15])[CH2:13][CH2:12][NH:11][CH2:10]2)[CH:5]=[C:6]([Cl:8])[CH:7]=1.Cl[C:19]1[S:20][C:21]2[C:27](=[O:28])[CH2:26][CH2:25][CH2:24][C:22]=2[N:23]=1.C(=O)([O-])[O-].[K+].[K+].CN(C)C=O, predict the reaction product. The product is: [Cl:8][C:6]1[CH:5]=[C:4]([C:9]2([C:14]([F:17])([F:16])[F:15])[CH2:13][CH2:12][N:11]([C:19]3[S:20][C:21]4[C:27](=[O:28])[CH2:26][CH2:25][CH2:24][C:22]=4[N:23]=3)[CH2:10]2)[CH:3]=[C:2]([Cl:1])[CH:7]=1. (2) Given the reactants [CH2:1]([N:4]1[CH2:9][CH2:8][CH2:7][CH2:6][CH2:5]1)[C:2]#[CH:3].[CH3:10][O:11][C:12](=[O:34])[CH2:13][O:14][C:15]1[CH:20]=[CH:19][C:18]([O:21][CH2:22][C:23]#[C:24][C:25]2[CH:30]=[C:29]([Br:31])[CH:28]=[C:27](Br)[CH:26]=2)=[CH:17][C:16]=1[CH3:33], predict the reaction product. The product is: [CH3:10][O:11][C:12](=[O:34])[CH2:13][O:14][C:15]1[CH:20]=[CH:19][C:18]([O:21][CH2:22][C:23]#[C:24][C:25]2[CH:26]=[C:27]([C:3]#[C:2][CH2:1][N:4]3[CH2:9][CH2:8][CH2:7][CH2:6][CH2:5]3)[CH:28]=[C:29]([Br:31])[CH:30]=2)=[CH:17][C:16]=1[CH3:33]. (3) Given the reactants [F:1][C:2]1[CH:7]=[CH:6][CH:5]=[C:4]([F:8])[C:3]=1[C:9]1[CH:10]=[C:11]2[C:15](=[CH:16][CH:17]=1)[N:14]([CH:18]1[CH2:23][CH2:22][CH2:21][CH2:20][O:19]1)[N:13]=[C:12]2I.[CH3:25][O:26][C:27]1[CH:48]=[CH:47][C:30]([CH2:31][O:32][C:33]2[CH:38]=[C:37]([Sn](C)(C)C)[N:36]=[C:35]([S:43]([CH3:46])(=[O:45])=[O:44])[N:34]=2)=[CH:29][CH:28]=1, predict the reaction product. The product is: [F:1][C:2]1[CH:7]=[CH:6][CH:5]=[C:4]([F:8])[C:3]=1[C:9]1[CH:10]=[C:11]2[C:15](=[CH:16][CH:17]=1)[N:14]([CH:18]1[CH2:23][CH2:22][CH2:21][CH2:20][O:19]1)[N:13]=[C:12]2[C:37]1[CH:38]=[C:33]([O:32][CH2:31][C:30]2[CH:29]=[CH:28][C:27]([O:26][CH3:25])=[CH:48][CH:47]=2)[N:34]=[C:35]([S:43]([CH3:46])(=[O:45])=[O:44])[N:36]=1.